Predict the reactants needed to synthesize the given product. From a dataset of Full USPTO retrosynthesis dataset with 1.9M reactions from patents (1976-2016). Given the product [Si:8]([O:15][CH2:16][C@@H:17]([N:26]1[CH:31]=[CH:30][C:29]([C:32]2[CH:37]=[CH:36][N:35]=[C:34]([NH:7][C@@H:4]3[CH2:5][CH2:6][O:1][CH2:2][C@H:3]3[F:60])[N:33]=2)=[CH:28][C:27]1=[O:42])[C:18]1[CH:23]=[CH:22][C:21]([Cl:24])=[C:20]([Cl:25])[CH:19]=1)([C:11]([CH3:14])([CH3:13])[CH3:12])([CH3:10])[CH3:9], predict the reactants needed to synthesize it. The reactants are: [O:1]1[CH2:6][CH2:5][CH:4]([NH2:7])[CH2:3][CH2:2]1.[Si:8]([O:15][CH2:16][C@@H:17]([N:26]1[CH:31]=[CH:30][C:29]([C:32]2[CH:37]=[CH:36][N:35]=[C:34](S(C)(=O)=O)[N:33]=2)=[CH:28][C:27]1=[O:42])[C:18]1[CH:23]=[CH:22][C:21]([Cl:24])=[C:20]([Cl:25])[CH:19]=1)([C:11]([CH3:14])([CH3:13])[CH3:12])([CH3:10])[CH3:9].[Si](OC[C@@H](N1C=CC(C2C=CN=C(S(C)(=O)=O)N=2)=CC1=O)C1C=CC(Cl)=C([F:60])C=1)(C(C)(C)C)(C)C.